Dataset: Reaction yield outcomes from USPTO patents with 853,638 reactions. Task: Predict the reaction yield, written as a fraction of the theoretical maximum amount of product (1.0 means a 100% yield; for example, 0.34 means a 34% yield). (1) The reactants are [F:1][C:2]([F:24])([F:23])[O:3][C:4]1[CH:9]=[CH:8][C:7]([N:10]2[CH:14]=[N:13][C:12]([C:15]3[CH:22]=[CH:21][C:18]([CH:19]=[O:20])=[CH:17][CH:16]=3)=[N:11]2)=[CH:6][CH:5]=1.[CH3:25][Mg]Br.Cl. The catalyst is O1CCCC1.C(=O)=O.CC(C)=O.O. The product is [F:24][C:2]([F:1])([F:23])[O:3][C:4]1[CH:5]=[CH:6][C:7]([N:10]2[CH:14]=[N:13][C:12]([C:15]3[CH:22]=[CH:21][C:18]([CH:19]([OH:20])[CH3:25])=[CH:17][CH:16]=3)=[N:11]2)=[CH:8][CH:9]=1. The yield is 0.940. (2) The reactants are [Br:1][C:2]1[C:14]2[C:13]3[C:8](=[CH:9][C:10]([C:15]([OH:18])([CH3:17])[CH3:16])=[CH:11][CH:12]=3)[NH:7][C:6]=2[C:5]([C:19]([NH2:21])=[O:20])=[CH:4][CH:3]=1.O.C1(C)C=CC(S(O)(=O)=O)=CC=1.[CH2:34](O)[CH2:35][OH:36].C([O-])(O)=O.[Na+]. The catalyst is O. The product is [Br:1][C:2]1[C:14]2[C:13]3[C:8](=[CH:9][C:10]([C:15]([O:18][CH2:34][CH2:35][OH:36])([CH3:17])[CH3:16])=[CH:11][CH:12]=3)[NH:7][C:6]=2[C:5]([C:19]([NH2:21])=[O:20])=[CH:4][CH:3]=1. The yield is 0.960. (3) The reactants are [OH:1][N:2]=[C:3]([C:5]1[CH:10]=[CH:9][C:8]([CH2:11][O:12][CH:13]2[CH2:18][CH2:17][CH2:16][CH2:15][O:14]2)=[CH:7][CH:6]=1)[NH2:4].CCN(C(C)C)C(C)C.[Br:28][CH2:29][CH2:30][CH2:31][C:32](Cl)=O. The catalyst is C(Cl)Cl. The product is [Br:28][CH2:29][CH2:30][CH2:31][C:32]1[O:1][N:2]=[C:3]([C:5]2[CH:6]=[CH:7][C:8]([CH2:11][O:12][CH:13]3[CH2:18][CH2:17][CH2:16][CH2:15][O:14]3)=[CH:9][CH:10]=2)[N:4]=1. The yield is 0.530. (4) The reactants are C([N:4]1[C:12]2[C:11](=[O:13])[N:10]([CH2:14][CH2:15][CH2:16][OH:17])[C:9](=[O:18])[N:8]([CH2:19][CH3:20])[C:7]=2[N:6]=[C:5]1[Cl:21])C=C.N1CCOCC1. The catalyst is C1COCC1.CS(C)=O.C1C=CC([P]([Pd]([P](C2C=CC=CC=2)(C2C=CC=CC=2)C2C=CC=CC=2)([P](C2C=CC=CC=2)(C2C=CC=CC=2)C2C=CC=CC=2)[P](C2C=CC=CC=2)(C2C=CC=CC=2)C2C=CC=CC=2)(C2C=CC=CC=2)C2C=CC=CC=2)=CC=1. The product is [Cl:21][C:5]1[NH:4][C:12]2[C:11](=[O:13])[N:10]([CH2:14][CH2:15][CH2:16][OH:17])[C:9](=[O:18])[N:8]([CH2:19][CH3:20])[C:7]=2[N:6]=1. The yield is 0.664. (5) The reactants are [CH3:1][O:2][C:3]1[CH:12]=[C:11]2[C:6]([C:7]([O:13][C:14]3[CH:15]=[C:16]4[C:21](=[CH:22][CH:23]=3)[C:20]([C:24](O)=[O:25])=[CH:19][CH:18]=[CH:17]4)=[CH:8][CH:9]=[N:10]2)=[CH:5][CH:4]=1.[C:27]1([NH2:34])[CH:32]=[CH:31][CH:30]=[CH:29][C:28]=1[NH2:33]. No catalyst specified. The product is [NH2:33][C:28]1[CH:29]=[CH:30][CH:31]=[CH:32][C:27]=1[NH:34][C:24]([C:20]1[C:21]2[C:16](=[CH:15][C:14]([O:13][C:7]3[C:6]4[C:11](=[CH:12][C:3]([O:2][CH3:1])=[CH:4][CH:5]=4)[N:10]=[CH:9][CH:8]=3)=[CH:23][CH:22]=2)[CH:17]=[CH:18][CH:19]=1)=[O:25]. The yield is 0.910. (6) The product is [CH:17]1[C:29]2[CH:28]([CH2:30][O:31][C:32](=[O:33])[NH:7][CH2:6][C:5]3[CH:8]=[CH:9][CH:10]=[C:3]([Br:2])[CH:4]=3)[C:27]3[C:22](=[CH:23][CH:24]=[CH:25][CH:26]=3)[C:21]=2[CH:20]=[CH:19][CH:18]=1. The yield is 0.820. The reactants are Cl.[Br:2][C:3]1[CH:4]=[C:5]([CH:8]=[CH:9][CH:10]=1)[CH2:6][NH2:7].C([O-])([O-])=O.[Na+].[Na+].[CH:17]1[C:29]2[CH:28]([CH2:30][O:31][C:32](C3CC(=O)N(O)C3=O)=[O:33])[C:27]3[C:22](=[CH:23][CH:24]=[CH:25][CH:26]=3)[C:21]=2[CH:20]=[CH:19][CH:18]=1. The catalyst is O1CCOCC1.C(Cl)Cl.